From a dataset of Forward reaction prediction with 1.9M reactions from USPTO patents (1976-2016). Predict the product of the given reaction. (1) Given the reactants CCN(C(C)C)C(C)C.[CH:10]1([C:13](Cl)=[O:14])[CH2:12][CH2:11]1.[NH2:16][CH2:17][C:18]1[CH:23]=[CH:22][C:21]([C:24]([N:26]2[CH2:35][CH2:34][C:33]3[S:32][C:31]([CH3:36])=[N:30][C:29]=3[C:28]3[CH:37]=[CH:38][CH:39]=[CH:40][C:27]2=3)=[O:25])=[CH:20][C:19]=1[CH3:41], predict the reaction product. The product is: [CH3:41][C:19]1[CH:20]=[C:21]([C:24]([N:26]2[CH2:35][CH2:34][C:33]3[S:32][C:31]([CH3:36])=[N:30][C:29]=3[C:28]3[CH:37]=[CH:38][CH:39]=[CH:40][C:27]2=3)=[O:25])[CH:22]=[CH:23][C:18]=1[CH2:17][NH:16][C:13]([CH:10]1[CH2:12][CH2:11]1)=[O:14]. (2) Given the reactants [Br:1][C:2]1[CH:3]=[C:4]([OH:9])[CH:5]=[N:6][C:7]=1[Cl:8].[N+](C1C=CC=CC=1S(O[CH2:23][C@@H:24]1[CH2:26][O:25]1)(=O)=O)([O-])=O.C([O-])([O-])=O.[K+].[K+], predict the reaction product. The product is: [Br:1][C:2]1[C:7]([Cl:8])=[N:6][CH:5]=[C:4]([O:9][CH2:23][C@@H:24]2[CH2:26][O:25]2)[CH:3]=1. (3) Given the reactants [Cl:1][C:2]1[S:6][C:5]([C:7]([NH:9][CH2:10][C:11]2[N:12]=[CH:13][N:14]([C:16]3[CH:21]=[CH:20][C:19](I)=[CH:18][CH:17]=3)[CH:15]=2)=[O:8])=[CH:4][CH:3]=1.[F:23][C:24]1[CH:25]=[CH:26][C:27]([OH:30])=[N:28][CH:29]=1.OC1C=CC=C2C=1N=CC=C2.C([O-])([O-])=O.[K+].[K+], predict the reaction product. The product is: [Cl:1][C:2]1[S:6][C:5]([C:7]([NH:9][CH2:10][C:11]2[N:12]=[CH:13][N:14]([C:16]3[CH:21]=[CH:20][C:19]([N:28]4[CH:29]=[C:24]([F:23])[CH:25]=[CH:26][C:27]4=[O:30])=[CH:18][CH:17]=3)[CH:15]=2)=[O:8])=[CH:4][CH:3]=1. (4) Given the reactants [N+:1]([O-:4])(O)=[O:2].S(=O)(=O)(O)O.[C:10]([C:13]1[CH:18]=[CH:17][C:16]([C:19]2[C:27]3[C:22](=[CH:23][CH:24]=[CH:25][CH:26]=3)[N:21]([C:28]3[CH:36]=[CH:35][C:31]([C:32]([OH:34])=[O:33])=[CH:30][CH:29]=3)[N:20]=2)=[CH:15][CH:14]=1)(=[O:12])[NH2:11], predict the reaction product. The product is: [C:10]([C:13]1[CH:14]=[CH:15][C:16]([C:19]2[C:27]3[C:22](=[CH:23][CH:24]=[C:25]([N+:1]([O-:4])=[O:2])[CH:26]=3)[N:21]([C:28]3[CH:29]=[CH:30][C:31]([C:32]([OH:34])=[O:33])=[CH:35][CH:36]=3)[N:20]=2)=[CH:17][CH:18]=1)(=[O:12])[NH2:11]. (5) Given the reactants [C:1]([C:5]1[CH:6]=[CH:7][C:8]2[O:13][CH2:12][C:11](=[O:14])[N:10]([CH2:15][CH2:16][CH2:17]Cl)[C:9]=2[CH:19]=1)([CH3:4])([CH3:3])[CH3:2].C([O-])([O-])=O.[K+].[K+].[Na+].[I-].[CH2:28]([CH:32]1[CH2:37][CH2:36][NH:35][CH2:34][CH2:33]1)[CH2:29][CH2:30][CH3:31], predict the reaction product. The product is: [C:1]([C:5]1[CH:6]=[CH:7][C:8]2[O:13][CH2:12][C:11](=[O:14])[N:10]([CH2:15][CH2:16][CH2:17][N:35]3[CH2:36][CH2:37][CH:32]([CH2:28][CH2:29][CH2:30][CH3:31])[CH2:33][CH2:34]3)[C:9]=2[CH:19]=1)([CH3:4])([CH3:3])[CH3:2]. (6) Given the reactants Br[CH2:2][C:3]([C:5]1[CH:10]=[CH:9][CH:8]=[CH:7][CH:6]=1)=O.[NH2:11][C:12]1[C:17]([N+:18]([O-:20])=[O:19])=[CH:16][CH:15]=[CH:14][C:13]=1[OH:21].C([O-])([O-])=O.[K+].[K+].CCOC(C)=O, predict the reaction product. The product is: [N+:18]([C:17]1[C:12]2[N:11]=[C:3]([C:5]3[CH:10]=[CH:9][CH:8]=[CH:7][CH:6]=3)[CH2:2][O:21][C:13]=2[CH:14]=[CH:15][CH:16]=1)([O-:20])=[O:19]. (7) Given the reactants [CH3:1][O:2][C:3](=[O:41])[CH2:4][C@H:5]1[C:9]2[CH:10]=[CH:11][C:12]([O:14][C@H:15]3[C:23]4[C:18](=[C:19]([O:25][C:26]5[CH:31]=[CH:30][C:29]([O:32]CC6C=CC=CC=6)=[C:28]([F:40])[CH:27]=5)[CH:20]=[CH:21][C:22]=4[F:24])[CH2:17][CH2:16]3)=[CH:13][C:8]=2[O:7][CH2:6]1, predict the reaction product. The product is: [CH3:1][O:2][C:3](=[O:41])[CH2:4][C@H:5]1[C:9]2[CH:10]=[CH:11][C:12]([O:14][C@H:15]3[C:23]4[C:18](=[C:19]([O:25][C:26]5[CH:31]=[CH:30][C:29]([OH:32])=[C:28]([F:40])[CH:27]=5)[CH:20]=[CH:21][C:22]=4[F:24])[CH2:17][CH2:16]3)=[CH:13][C:8]=2[O:7][CH2:6]1.